Dataset: Forward reaction prediction with 1.9M reactions from USPTO patents (1976-2016). Task: Predict the product of the given reaction. (1) Given the reactants [CH3:1][O:2][C:3](=[O:42])[C@@H:4]([NH:32][C@H:33]([C:36]1[CH:41]=[CH:40][CH:39]=[CH:38][CH:37]=1)[CH2:34][CH3:35])[CH2:5][C:6]1[CH:31]=[CH:30][C:9]2[O:10][C@@H:11]([C:14]3[CH:19]=[CH:18][CH:17]=[C:16]([O:20][CH2:21][C:22]4[CH:27]=[CH:26][C:25]([Cl:28])=[C:24]([Cl:29])[CH:23]=4)[CH:15]=3)[CH2:12][O:13][C:8]=2[CH:7]=1.C=O.F[C:46](F)(F)C(O)=O.C([O-])(O)=O.[Na+], predict the reaction product. The product is: [CH3:1][O:2][C:3]([C@@H:4]1[CH2:5][C:6]2[CH:7]=[C:8]3[O:13][CH2:12][C@H:11]([C:14]4[CH:19]=[CH:18][CH:17]=[C:16]([O:20][CH2:21][C:22]5[CH:27]=[CH:26][C:25]([Cl:28])=[C:24]([Cl:29])[CH:23]=5)[CH:15]=4)[O:10][C:9]3=[CH:30][C:31]=2[CH2:46][N:32]1[C@H:33]([C:36]1[CH:41]=[CH:40][CH:39]=[CH:38][CH:37]=1)[CH2:34][CH3:35])=[O:42]. (2) Given the reactants [C:1]([O:5][C:6](=[O:32])[CH2:7][C@@H:8]([C:17](N1[C@H](C)[C@H](C2C=CC=CC=2)OC1=O)=[O:18])[CH2:9][C@H:10]([CH3:16])[CH2:11][CH2:12][CH2:13][CH2:14][CH3:15])([CH3:4])([CH3:3])[CH3:2].[Li+].[OH-:34].OO.CCCCCCC, predict the reaction product. The product is: [C:1]([O:5][C:6](=[O:32])[CH2:7][C@H:8]([CH2:9][C@H:10]([CH3:16])[CH2:11][CH2:12][CH2:13][CH2:14][CH3:15])[C:17]([OH:18])=[O:34])([CH3:2])([CH3:3])[CH3:4].